From a dataset of Forward reaction prediction with 1.9M reactions from USPTO patents (1976-2016). Predict the product of the given reaction. (1) Given the reactants [F:1][C:2]1[CH:7]=[CH:6][C:5]([C:8]2[NH:12][C:11]([C@@H:13]3[CH2:17][CH2:16][CH2:15][N:14]3C(OC(C)(C)C)=O)=[N:10][CH:9]=2)=[CH:4][CH:3]=1, predict the reaction product. The product is: [F:1][C:2]1[CH:3]=[CH:4][C:5]([C:8]2[NH:12][C:11]([C@@H:13]3[CH2:17][CH2:16][CH2:15][NH:14]3)=[N:10][CH:9]=2)=[CH:6][CH:7]=1. (2) Given the reactants [Cl:1][C:2]1[CH:3]=[C:4]([CH:8]=[C:9]([CH3:11])[N:10]=1)[C:5](O)=[O:6], predict the reaction product. The product is: [Cl:1][C:2]1[CH:3]=[C:4]([CH2:5][OH:6])[CH:8]=[C:9]([CH3:11])[N:10]=1. (3) Given the reactants [F:1][C:2]([F:22])([F:21])[C:3]1[CH:8]=[CH:7][C:6]([C:9]2[N:14]=[C:13]([CH:15]([OH:20])[CH2:16][CH2:17][CH2:18][CH3:19])[CH:12]=[CH:11][CH:10]=2)=[CH:5][CH:4]=1.[CH3:23][O:24][C:25](=[O:34])[CH2:26][C:27]1[CH:32]=[CH:31][C:30](O)=[CH:29][CH:28]=1.P(CCCC)(CCCC)CCCC, predict the reaction product. The product is: [F:22][C:2]([F:21])([F:1])[C:3]1[CH:4]=[CH:5][C:6]([C:9]2[N:14]=[C:13]([CH:15]([O:20][C:30]3[CH:31]=[CH:32][C:27]([CH2:26][C:25]([O:24][CH3:23])=[O:34])=[CH:28][CH:29]=3)[CH2:16][CH2:17][CH2:18][CH3:19])[CH:12]=[CH:11][CH:10]=2)=[CH:7][CH:8]=1. (4) Given the reactants Cl[C:2](=[O:8])[C:3]([O:5][CH2:6][CH3:7])=[O:4].[NH2:9][C:10]1[CH:15]=[CH:14][C:13]([Br:16])=[CH:12][C:11]=1[C:17](=[O:19])[CH3:18].N1C=CC=CC=1.O, predict the reaction product. The product is: [C:17]([C:11]1[CH:12]=[C:13]([Br:16])[CH:14]=[CH:15][C:10]=1[NH:9][C:2](=[O:8])[C:3]([O:5][CH2:6][CH3:7])=[O:4])(=[O:19])[CH3:18]. (5) Given the reactants [C:1]([O:4][C@H:5]1[CH2:22][CH2:21][C@:20]2([CH3:23])[C@H:7]([CH2:8][CH2:9][C@H:10]3[C@H:19]2[CH2:18][CH2:17][C@:15]2([CH3:16])[C@H:11]3[CH2:12][C:13](=[CH:28][C:29]3[CH:34]=[CH:33][CH:32]=[CH:31][CH:30]=3)[C@H:14]2[O:24][C:25](=[O:27])[CH3:26])[CH2:6]1)(=[O:3])[CH3:2].[C:35](O[C@H]1CC[C@]2(C)[C@@H](CC[C@H]3[C@H]2CC[C@]2(C)[C@@H]3CC(=CC3C=CC=CC=3)C2OC(=O)C)C1)(=[O:37])C, predict the reaction product. The product is: [C:1]([O:4][C@H:5]1[CH2:22][CH2:21][C@:20]2([CH3:23])[C@H:7]([CH2:8][CH2:9][C@H:10]3[C@H:19]2[CH2:18][CH2:17][C@:15]2([CH3:16])[C@@H:11]3[CH2:12][C:13](=[CH:28][C:29]3[CH:30]=[CH:31][CH:32]=[CH:33][CH:34]=3)[CH:14]2[O:24][C:25](=[O:27])[CH3:26])[C@@H:6]1[O:37][CH3:35])(=[O:3])[CH3:2]. (6) Given the reactants [C:1]([O:5][C:6]([NH:8][CH:9]([C:13]1[CH:18]=[CH:17][CH:16]=[C:15]([C:19]([F:22])([F:21])[F:20])[CH:14]=1)[C:10](O)=[O:11])=[O:7])([CH3:4])([CH3:3])[CH3:2].[NH2:23][C:24]1([C:27]([O:29][CH2:30][CH3:31])=[O:28])[CH2:26][CH2:25]1.C(Cl)CCl.C1C=CC2N(O)N=NC=2C=1, predict the reaction product. The product is: [C:1]([O:5][C:6]([NH:8][CH:9]([C:13]1[CH:18]=[CH:17][CH:16]=[C:15]([C:19]([F:20])([F:21])[F:22])[CH:14]=1)[C:10]([NH:23][C:24]1([C:27]([O:29][CH2:30][CH3:31])=[O:28])[CH2:26][CH2:25]1)=[O:11])=[O:7])([CH3:2])([CH3:3])[CH3:4]. (7) Given the reactants F[C:2]1[CH:7]=[CH:6][C:5]([N+:8]([O-:10])=[O:9])=[CH:4][C:3]=1[F:11].[C:12]1([OH:18])[CH:17]=[CH:16][CH:15]=[CH:14][CH:13]=1.[H-].[Na+], predict the reaction product. The product is: [F:11][C:3]1[CH:4]=[C:5]([N+:8]([O-:10])=[O:9])[CH:6]=[CH:7][C:2]=1[O:18][C:12]1[CH:17]=[CH:16][CH:15]=[CH:14][CH:13]=1. (8) Given the reactants C1(NC(N)=S)C=CC=CC=1.[Br:11][C:12]1[CH:17]=[CH:16][CH:15]=[CH:14][C:13]=1[NH:18][C:19]([NH:21][C:22]1[CH:27]=[CH:26][C:25]([Cl:28])=[C:24]([S:29]([NH:32][CH:33]2[CH2:37][CH2:36][O:35][NH:34]2)(=[O:31])=[O:30])[C:23]=1[OH:38])=[S:20].[Si:39](Cl)([C:42]([CH3:45])([CH3:44])[CH3:43])([CH3:41])[CH3:40].N1C=CN=C1, predict the reaction product. The product is: [Br:11][C:12]1[CH:17]=[CH:16][CH:15]=[CH:14][C:13]=1[NH:18][C:19]([NH:21][C:22]1[CH:27]=[CH:26][C:25]([Cl:28])=[C:24]([S:29]([NH:32][CH:33]2[CH2:37][CH2:36][O:35][NH:34]2)(=[O:31])=[O:30])[C:23]=1[O:38][Si:39]([C:42]([CH3:45])([CH3:44])[CH3:43])([CH3:41])[CH3:40])=[S:20]. (9) The product is: [Br:1][C:2]1[CH:10]=[CH:9][C:8]([F:11])=[CH:7][C:3]=1[C:4]([N:14]([O:15][CH3:16])[CH3:13])=[O:5]. Given the reactants [Br:1][C:2]1[CH:10]=[CH:9][C:8]([F:11])=[CH:7][C:3]=1[C:4](O)=[O:5].Cl.[CH3:13][NH:14][O:15][CH3:16].Cl.CN(C)CCCN=C=NCC.OC1C2N=NNC=2C=CC=1.C(N(CC)CC)C, predict the reaction product.